From a dataset of Reaction yield outcomes from USPTO patents with 853,638 reactions. Predict the reaction yield, written as a fraction of the theoretical maximum amount of product (1.0 means a 100% yield; for example, 0.34 means a 34% yield). The reactants are [CH3:1][NH:2][CH2:3][C:4]1[C:8]2[CH:9]=[CH:10][CH:11]=[CH:12][C:7]=2[O:6][C:5]=1[CH3:13].CNCC1C=CC2C(=CC=CC=2)C=1CCC.[ClH:30].[N:31]1([CH2:37][CH2:38][N:39]2[CH2:44][C:43]3[CH:45]=[C:46](/[CH:49]=[CH:50]/[C:51](O)=[O:52])[CH:47]=[N:48][C:42]=3[NH:41][C:40]2=[O:54])[CH2:36][CH2:35][O:34][CH2:33][CH2:32]1. No catalyst specified. The product is [ClH:30].[CH3:1][N:2]([CH2:3][C:4]1[C:8]2[CH:9]=[CH:10][CH:11]=[CH:12][C:7]=2[O:6][C:5]=1[CH3:13])[C:51](=[O:52])/[CH:50]=[CH:49]/[C:46]1[CH:47]=[N:48][C:42]2[NH:41][C:40](=[O:54])[N:39]([CH2:38][CH2:37][N:31]3[CH2:32][CH2:33][O:34][CH2:35][CH2:36]3)[CH2:44][C:43]=2[CH:45]=1. The yield is 0.820.